Dataset: Forward reaction prediction with 1.9M reactions from USPTO patents (1976-2016). Task: Predict the product of the given reaction. Given the reactants [NH:1]1[CH2:6][CH2:5][NH:4][CH2:3][CH2:2]1.Cl[C:8]1[C:13]([Cl:14])=[CH:12][C:11]([Cl:15])=[CH:10][N:9]=1, predict the reaction product. The product is: [Cl:14][C:13]1[C:8]([N:1]2[CH2:6][CH2:5][NH:4][CH2:3][CH2:2]2)=[N:9][CH:10]=[C:11]([Cl:15])[CH:12]=1.